From a dataset of Reaction yield outcomes from USPTO patents with 853,638 reactions. Predict the reaction yield, written as a fraction of the theoretical maximum amount of product (1.0 means a 100% yield; for example, 0.34 means a 34% yield). (1) The reactants are O=[C:2]1[CH2:7][CH2:6][CH:5]([NH:8][C:9](=[O:15])[O:10][C:11]([CH3:14])([CH3:13])[CH3:12])[CH2:4][CH2:3]1.[Br:16][C:17]1[CH:22]=[CH:21][C:20]([C@@H:23]2[CH2:25][C@H:24]2[NH2:26])=[CH:19][CH:18]=1.CC(O)=O.C(O[BH-](OC(=O)C)OC(=O)C)(=O)C.[Na+].C([O-])(O)=O.[Na+]. The catalyst is ClCCCl. The product is [Br:16][C:17]1[CH:18]=[CH:19][C:20]([C@@H:23]2[CH2:25][C@H:24]2[NH:26][CH:2]2[CH2:7][CH2:6][CH:5]([NH:8][C:9](=[O:15])[O:10][C:11]([CH3:14])([CH3:13])[CH3:12])[CH2:4][CH2:3]2)=[CH:21][CH:22]=1. The yield is 0.640. (2) The reactants are [NH2:1][CH:2]1[CH2:7][CH2:6][N:5]([CH2:8][CH2:9][N:10]2[C:15]3[CH:16]=[C:17]([F:20])[CH:18]=[CH:19][C:14]=3[O:13][CH2:12][C:11]2=[O:21])[CH2:4][CH2:3]1.[O:22]=[C:23]1[CH2:28][O:27][C:26]2[CH:29]=[CH:30][C:31]([CH:33]=O)=[N:32][C:25]=2[NH:24]1.C([BH3-])#N.[Na+]. No catalyst specified. The product is [F:20][C:17]1[CH:18]=[CH:19][C:14]2[O:13][CH2:12][C:11](=[O:21])[N:10]([CH2:9][CH2:8][N:5]3[CH2:4][CH2:3][CH:2]([NH:1][CH2:33][C:31]4[CH:30]=[CH:29][C:26]5[O:27][CH2:28][C:23](=[O:22])[NH:24][C:25]=5[N:32]=4)[CH2:7][CH2:6]3)[C:15]=2[CH:16]=1. The yield is 0.160. (3) The reactants are Br[C:2]1[CH:7]=[CH:6][CH:5]=[C:4]([Br:8])[N:3]=1.[C:9]([O:13][C:14](=[O:21])[NH:15][CH:16]1[CH2:20][CH2:19][NH:18][CH2:17]1)([CH3:12])([CH3:11])[CH3:10].C1(P(C2C=CC=CC=2)C2C=CC3C(=CC=CC=3)C=2C2C3C(=CC=CC=3)C=CC=2P(C2C=CC=CC=2)C2C=CC=CC=2)C=CC=CC=1.C(=O)([O-])[O-].[Cs+].[Cs+]. The catalyst is C1C=CC(/C=C/C(/C=C/C2C=CC=CC=2)=O)=CC=1.C1C=CC(/C=C/C(/C=C/C2C=CC=CC=2)=O)=CC=1.C1C=CC(/C=C/C(/C=C/C2C=CC=CC=2)=O)=CC=1.[Pd].[Pd].C(OCC)(=O)C. The product is [C:9]([O:13][C:14](=[O:21])[NH:15][C@H:16]1[CH2:20][CH2:19][N:18]([C:2]2[CH:7]=[CH:6][CH:5]=[C:4]([Br:8])[N:3]=2)[CH2:17]1)([CH3:12])([CH3:10])[CH3:11]. The yield is 0.380. (4) The reactants are [CH3:1][NH:2][CH2:3][CH2:4][C:5]#[C:6][C:7]1[CH:12]=[CH:11][CH:10]=[CH:9][N:8]=1.[CH3:13][C:14]1[CH:22]=[CH:21][CH:20]=[CH:19][C:15]=1[C:16](Cl)=[O:17]. No catalyst specified. The product is [CH3:1][N:2]([CH2:3][CH2:4][C:5]#[C:6][C:7]1[CH:12]=[CH:11][CH:10]=[CH:9][N:8]=1)[C:16](=[O:17])[C:15]1[CH:19]=[CH:20][CH:21]=[CH:22][C:14]=1[CH3:13]. The yield is 0.370. (5) The reactants are [CH:1]1[C:10]2[C:5](=[CH:6][CH:7]=[CH:8][CH:9]=2)[CH:4]=[CH:3][C:2]=1[C:11]1[C:19]2[C:14](=[CH:15][CH:16]=[C:17]([C:20]#[N:21])[CH:18]=2)[NH:13][N:12]=1.[N:22]([Sn](CCCC)(CCCC)CCCC)=[N+:23]=[N-:24]. The catalyst is C1(C)C=CC=CC=1. The product is [CH:1]1[C:10]2[C:5](=[CH:6][CH:7]=[CH:8][CH:9]=2)[CH:4]=[CH:3][C:2]=1[C:11]1[C:19]2[C:14](=[CH:15][CH:16]=[C:17]([C:20]3[NH:24][N:23]=[N:22][N:21]=3)[CH:18]=2)[NH:13][N:12]=1. The yield is 0.643.